Dataset: Reaction yield outcomes from USPTO patents with 853,638 reactions. Task: Predict the reaction yield, written as a fraction of the theoretical maximum amount of product (1.0 means a 100% yield; for example, 0.34 means a 34% yield). (1) The reactants are [OH-].[Li+].[CH:3]1([C:6]2[CH:15]=[CH:14][C:9]([C:10]([O:12]C)=[O:11])=[C:8]([CH3:16])[CH:7]=2)[CH2:5][CH2:4]1. The catalyst is O.C1COCC1.CO. The product is [CH:3]1([C:6]2[CH:15]=[CH:14][C:9]([C:10]([OH:12])=[O:11])=[C:8]([CH3:16])[CH:7]=2)[CH2:4][CH2:5]1. The yield is 0.950. (2) The reactants are Br[C:2]1[CH:3]=[C:4]([NH:10][C:11]2[N:16]=[CH:15][C:14]3=[N:17][N:18]([CH3:21])[C:19]([CH3:20])=[C:13]3[CH:12]=2)[C:5](=[O:9])[N:6]([CH3:8])[CH:7]=1.[C:22]([O:25][CH2:26][C:27]1[C:28]([N:42]2[CH2:53][CH2:52][N:51]3[C:44](=[CH:45][C:46]4[CH2:47][C:48]([CH3:55])([CH3:54])[CH2:49][C:50]=43)[C:43]2=[O:56])=[N:29][CH:30]=[CH:31][C:32]=1B1OC(C)(C)C(C)(C)O1)(=[O:24])[CH3:23].[O-]P([O-])([O-])=O.[K+].[K+].[K+].C([O-])(=O)C.[Na+]. The catalyst is O.C1C=CC(P(C2C=CC=CC=2)[C-]2C=CC=C2)=CC=1.C1C=CC(P(C2C=CC=CC=2)[C-]2C=CC=C2)=CC=1.Cl[Pd]Cl.[Fe+2].C(#N)C. The product is [C:22]([O:25][CH2:26][C:27]1[C:28]([N:42]2[CH2:53][CH2:52][N:51]3[C:44](=[CH:45][C:46]4[CH2:47][C:48]([CH3:55])([CH3:54])[CH2:49][C:50]=43)[C:43]2=[O:56])=[N:29][CH:30]=[CH:31][C:32]=1[C:2]1[CH:3]=[C:4]([NH:10][C:11]2[N:16]=[CH:15][C:14]3=[N:17][N:18]([CH3:21])[C:19]([CH3:20])=[C:13]3[CH:12]=2)[C:5](=[O:9])[N:6]([CH3:8])[CH:7]=1)(=[O:24])[CH3:23]. The yield is 0.450. (3) The reactants are [C:1]1([CH2:9]Cl)[CH:6]=[CH:5][CH:4]=[C:3]([CH2:7]Cl)[CH:2]=1.[C:11]([O-:14])(=[O:13])[CH3:12].[K+]. The catalyst is CC(C)=O.[Cl-].C([N+](CC)(CC)CC)C1C=CC=CC=1. The product is [C:11]([O:14][CH2:9][C:1]1[CH:6]=[CH:5][CH:4]=[C:3]([CH2:7][O:14][C:11](=[O:13])[CH3:12])[CH:2]=1)(=[O:13])[CH3:12]. The yield is 0.987. (4) The reactants are [CH:1]([C:3]1[CH:4]=[CH:5][CH:6]=[C:7]2[C:11]=1[NH:10][CH:9]=[CH:8]2)=O.[CH3:12][NH2:13].[BH4-].[Na+]. The catalyst is CO. The product is [NH:10]1[C:11]2[C:7](=[CH:6][CH:5]=[CH:4][C:3]=2[CH2:1][NH:13][CH3:12])[CH:8]=[CH:9]1. The yield is 0.890. (5) The reactants are [CH3:1][C:2]([O:6][CH2:7][CH:8]1[CH2:12][CH:11]=[C:10]([CH3:13])[C:9]1([CH3:15])[CH3:14])([CH3:5])[CH:3]=[O:4].[CH3:16][Mg]Cl.C(O)(=O)CC(CC(O)=O)(C(O)=O)O. The catalyst is C1COCC1. The product is [CH3:5][C:2]([O:6][CH2:7][CH:8]1[CH2:12][CH:11]=[C:10]([CH3:13])[C:9]1([CH3:15])[CH3:14])([CH3:1])[CH:3]([OH:4])[CH3:16]. The yield is 0.650. (6) The reactants are Cl.[S:2]([N:12]1[C:16]2[N:17]=[CH:18][C:19]3[N:20]([C:21]([C@@H:24]4[CH2:28][CH2:27][C@H:26]([NH2:29])[CH2:25]4)=[N:22][N:23]=3)[C:15]=2[CH:14]=[CH:13]1)([C:5]1[CH:11]=[CH:10][C:8]([CH3:9])=[CH:7][CH:6]=1)(=[O:4])=[O:3].[Cl:30][CH2:31][CH2:32][CH2:33][S:34](Cl)(=[O:36])=[O:35]. The catalyst is C(Cl)Cl.C(O)(=O)CC(CC(O)=O)(C(O)=O)O. The product is [Cl:30][CH2:31][CH2:32][CH2:33][S:34]([NH:29][C@H:26]1[CH2:27][CH2:28][C@@H:24]([C:21]2[N:20]3[C:15]4[CH:14]=[CH:13][N:12]([S:2]([C:5]5[CH:11]=[CH:10][C:8]([CH3:9])=[CH:7][CH:6]=5)(=[O:4])=[O:3])[C:16]=4[N:17]=[CH:18][C:19]3=[N:23][N:22]=2)[CH2:25]1)(=[O:36])=[O:35]. The yield is 0.910.